Dataset: Peptide-MHC class I binding affinity with 185,985 pairs from IEDB/IMGT. Task: Regression. Given a peptide amino acid sequence and an MHC pseudo amino acid sequence, predict their binding affinity value. This is MHC class I binding data. (1) The peptide sequence is GEFLYCKMNW. The MHC is Mamu-B52 with pseudo-sequence Mamu-B52. The binding affinity (normalized) is 0.484. (2) The peptide sequence is TQLYLGGMSY. The binding affinity (normalized) is 0.668. The MHC is HLA-A03:01 with pseudo-sequence HLA-A03:01. (3) The peptide sequence is QASQEVKNW. The MHC is HLA-B57:02 with pseudo-sequence HLA-B57:02. The binding affinity (normalized) is 0.558. (4) The peptide sequence is NTDSEMDQRL. The MHC is HLA-A02:01 with pseudo-sequence HLA-A02:01. The binding affinity (normalized) is 0. (5) The peptide sequence is IPVRRGYTT. The MHC is HLA-A30:01 with pseudo-sequence HLA-A30:01. The binding affinity (normalized) is 0.351. (6) The peptide sequence is YEDQLHRAS. The MHC is HLA-B44:02 with pseudo-sequence HLA-B44:02. The binding affinity (normalized) is 0.0847. (7) The MHC is H-2-Db with pseudo-sequence H-2-Db. The binding affinity (normalized) is 0. The peptide sequence is LSKEYQDRQGK. (8) The peptide sequence is RALGPAATL. The MHC is HLA-B57:01 with pseudo-sequence HLA-B57:01. The binding affinity (normalized) is 0.550.